This data is from Catalyst prediction with 721,799 reactions and 888 catalyst types from USPTO. The task is: Predict which catalyst facilitates the given reaction. Reactant: Cl[C:2]1[N:7]=[CH:6][C:5]([CH2:8][C:9]2[C:18]3[CH2:17][CH2:16][CH2:15][CH2:14][C:13]=3[N:12]=[C:11]([C:19]([NH:21][C@@H:22]3[C@@H:27]([OH:28])[CH2:26][O:25][CH2:24][CH2:23]3)=[O:20])[CH:10]=2)=[CH:4][CH:3]=1.C([Sn](CCCC)(CCCC)[C:34]1[CH:39]=[N:38][CH:37]=[CH:36][N:35]=1)CCC. Product: [N:35]1[CH:36]=[CH:37][N:38]=[CH:39][C:34]=1[C:2]1[N:7]=[CH:6][C:5]([CH2:8][C:9]2[C:18]3[CH2:17][CH2:16][CH2:15][CH2:14][C:13]=3[N:12]=[C:11]([C:19]([NH:21][C@@H:22]3[C@@H:27]([OH:28])[CH2:26][O:25][CH2:24][CH2:23]3)=[O:20])[CH:10]=2)=[CH:4][CH:3]=1. The catalyst class is: 660.